Dataset: Full USPTO retrosynthesis dataset with 1.9M reactions from patents (1976-2016). Task: Predict the reactants needed to synthesize the given product. (1) Given the product [ClH:35].[N+:26]([C:19]1[CH:18]=[CH:17][C:16]([O:14][CH:11]2[CH2:10][CH2:9][NH:8][CH2:13][CH2:12]2)=[CH:21][C:20]=1[C:22]([F:23])([F:24])[F:25])([O-:28])=[O:27].[ClH:35], predict the reactants needed to synthesize it. The reactants are: C(OC([N:8]1[CH2:13][CH2:12][CH:11]([OH:14])[CH2:10][CH2:9]1)=O)(C)(C)C.F[C:16]1[CH:17]=[CH:18][C:19]([N+:26]([O-:28])=[O:27])=[C:20]([C:22]([F:25])([F:24])[F:23])[CH:21]=1.C(=O)([O-])[O-].[K+].[K+].[ClH:35]. (2) Given the product [NH2:17][CH2:16][C:13]1[C:14]([NH2:15])=[N:7][C:6]([N:1]2[CH2:5][CH2:4][CH2:3][CH2:2]2)=[N:8][C:12]=1[C:11]1[CH:18]=[CH:19][C:20]([Cl:22])=[CH:21][C:10]=1[Cl:9], predict the reactants needed to synthesize it. The reactants are: [N:1]1([C:6]([NH2:8])=[NH:7])[CH2:5][CH2:4][CH2:3][CH2:2]1.[Cl:9][C:10]1[CH:21]=[C:20]([Cl:22])[CH:19]=[CH:18][C:11]=1[CH:12]=[C:13]([C:16]#[N:17])[C:14]#[N:15]. (3) Given the product [Br:2][C:3]1[CH:8]=[C:7]([NH2:9])[CH:6]=[C:5]([C:12]([F:15])([F:14])[F:13])[C:4]=1[NH2:16], predict the reactants needed to synthesize it. The reactants are: Cl.[Br:2][C:3]1[CH:8]=[C:7]([N+:9]([O-])=O)[CH:6]=[C:5]([C:12]([F:15])([F:14])[F:13])[C:4]=1[NH2:16]. (4) Given the product [B:17]([C:2]1[CH:3]=[C:4]([CH:8]=[CH:9][C:10]=1[CH3:11])[C:5]([OH:7])=[O:6])([OH:20])[OH:18], predict the reactants needed to synthesize it. The reactants are: Br[C:2]1[CH:3]=[C:4]([CH:8]=[CH:9][C:10]=1[CH3:11])[C:5]([OH:7])=[O:6].[Li]CCCC.[B:17](OC)([O:20]C)[O:18]C. (5) Given the product [F:10][C:11]1[CH:12]=[CH:13][C:14]([CH2:17][CH2:18][N:19]([CH3:20])[C:7]([C:4]2[S:5][CH:6]=[C:2]([Br:1])[CH:3]=2)=[O:9])=[CH:15][CH:16]=1, predict the reactants needed to synthesize it. The reactants are: [Br:1][C:2]1[CH:3]=[C:4]([C:7]([OH:9])=O)[S:5][CH:6]=1.[F:10][C:11]1[CH:16]=[CH:15][C:14]([CH2:17][CH2:18][NH:19][CH3:20])=[CH:13][CH:12]=1. (6) Given the product [CH:12]([C:11]1[C:2]([O:1][CH2:21][CH2:22][CH2:23][CH2:24][CH2:25][CH2:26][CH2:27][CH2:28]/[CH:29]=[CH:30]\[CH2:31]/[CH:32]=[CH:33]\[CH2:34][CH2:35][CH2:36][CH2:37][CH3:38])=[CH:3][C:4]([C:5]([O:7][CH3:8])=[O:6])=[CH:9][C:10]=1[O:15][CH2:21][CH2:22][CH2:23][CH2:24][CH2:25][CH2:26][CH2:27][CH2:28]/[CH:29]=[CH:30]\[CH2:31]/[CH:32]=[CH:33]\[CH2:34][CH2:35][CH2:36][CH2:37][CH3:38])([CH3:13])[CH3:14], predict the reactants needed to synthesize it. The reactants are: [OH:1][C:2]1[CH:3]=[C:4]([CH:9]=[C:10]([OH:15])[C:11]=1[CH:12]([CH3:14])[CH3:13])[C:5]([O:7][CH3:8])=[O:6].S(O[CH2:21][CH2:22][CH2:23][CH2:24][CH2:25][CH2:26][CH2:27][CH2:28]/[CH:29]=[CH:30]\[CH2:31]/[CH:32]=[CH:33]\[CH2:34][CH2:35][CH2:36][CH2:37][CH3:38])(=O)(=O)C.C(=O)([O-])[O-].[K+].[K+].